From a dataset of Forward reaction prediction with 1.9M reactions from USPTO patents (1976-2016). Predict the product of the given reaction. (1) Given the reactants C[O:2][C:3]([C:5]1[CH:10]=[CH:9][C:8]([C:11]2[C:12]([CH3:56])([CH3:55])[C@H:13]3[C@:26]([CH3:29])([CH2:27][CH:28]=2)[C@@H:25]2[C@:16]([CH3:54])([C@@:17]4([CH3:53])[C@H:22]([CH2:23][CH2:24]2)[C@H:21]2[C@H:30]([C:33]([CH3:35])=[CH2:34])[CH2:31][CH2:32][C@:20]2([C:36]([NH:38][CH2:39][CH2:40][C:41]([N:43]2[CH2:48][CH2:47][CH:46]([C:49]([O:51]C)=[O:50])[CH2:45][CH2:44]2)=[O:42])=[O:37])[CH2:19][CH2:18]4)[CH2:15][CH2:14]3)=[CH:7][CH:6]=1)=[O:4].[OH-].[Na+], predict the reaction product. The product is: [C:3]([C:5]1[CH:6]=[CH:7][C:8]([C:11]2[C:12]([CH3:56])([CH3:55])[C@H:13]3[C@:26]([CH3:29])([CH2:27][CH:28]=2)[C@@H:25]2[C@:16]([CH3:54])([C@@:17]4([CH3:53])[C@H:22]([CH2:23][CH2:24]2)[C@H:21]2[C@H:30]([C:33]([CH3:35])=[CH2:34])[CH2:31][CH2:32][C@:20]2([C:36]([NH:38][CH2:39][CH2:40][C:41]([N:43]2[CH2:44][CH2:45][CH:46]([C:49]([OH:51])=[O:50])[CH2:47][CH2:48]2)=[O:42])=[O:37])[CH2:19][CH2:18]4)[CH2:15][CH2:14]3)=[CH:9][CH:10]=1)([OH:4])=[O:2]. (2) Given the reactants Br[C:2]1[C:3]([CH3:11])=[C:4]([CH:8]=[CH:9][CH:10]=1)[C:5]([OH:7])=[O:6].[C:12]([C:15]1[S:16][C:17](B(O)O)=[CH:18][CH:19]=1)(=[O:14])[CH3:13].C(=O)([O-])[O-].[K+].[K+].O1CCOCC1, predict the reaction product. The product is: [C:12]([C:15]1[S:16][C:17]([C:2]2[C:3]([CH3:11])=[C:4]([CH:8]=[CH:9][CH:10]=2)[C:5]([OH:7])=[O:6])=[CH:18][CH:19]=1)(=[O:14])[CH3:13]. (3) Given the reactants [ClH:1].[F:2][C:3]([F:36])([F:35])[C:4]1[CH:5]=[C:6]([C@H:14]([N:16]([CH3:34])[C:17](=[O:33])[CH2:18][CH:19]([C:26]2[CH:31]=[CH:30][C:29]([F:32])=[CH:28][CH:27]=2)[CH:20]2[O:25][CH2:24][CH2:23][NH:22][CH2:21]2)[CH3:15])[CH:7]=[C:8]([C:10]([F:13])([F:12])[F:11])[CH:9]=1, predict the reaction product. The product is: [ClH:1].[F:36][C:3]([F:2])([F:35])[C:4]1[CH:5]=[C:6]([C@H:14]([N:16]([CH3:34])[C:17](=[O:33])[CH2:18][CH:19]([C:26]2[CH:27]=[CH:28][C:29]([F:32])=[CH:30][CH:31]=2)[CH:20]2[O:25][CH2:24][CH2:23][NH:22][CH2:21]2)[CH3:15])[CH:7]=[C:8]([C:10]([F:11])([F:12])[F:13])[CH:9]=1. (4) Given the reactants [F:1][C:2]1[CH:7]=[CH:6][C:5]([N:8]2[C:16]3[C:11](=[CH:12][C:13]([C:17]([NH:19][CH3:20])=O)=[CH:14][CH:15]=3)[C:10]([CH:21]3[CH2:26][CH2:25][N:24]([CH2:27][CH2:28][N:29]4[CH2:33][CH2:32][NH:31][C:30]4=[O:34])[CH2:23][CH2:22]3)=[CH:9]2)=[CH:4][CH:3]=1.O.[OH-].[Na+], predict the reaction product. The product is: [F:1][C:2]1[CH:7]=[CH:6][C:5]([N:8]2[C:16]3[C:11](=[CH:12][C:13]([CH2:17][NH:19][CH3:20])=[CH:14][CH:15]=3)[C:10]([CH:21]3[CH2:22][CH2:23][N:24]([CH2:27][CH2:28][N:29]4[CH2:33][CH2:32][NH:31][C:30]4=[O:34])[CH2:25][CH2:26]3)=[CH:9]2)=[CH:4][CH:3]=1. (5) Given the reactants Br[C:2]1[CH:10]=[C:9]2[C:5]([CH2:6][CH2:7][N:8]2[C:11]([O:13][C:14]([CH3:17])([CH3:16])[CH3:15])=[O:12])=[CH:4][CH:3]=1.[N:18]1[CH:23]=[CH:22][C:21](B(O)O)=[CH:20][CH:19]=1.C(=O)([O-])[O-].[Na+].[Na+], predict the reaction product. The product is: [N:18]1[CH:23]=[CH:22][C:21]([C:2]2[CH:10]=[C:9]3[C:5]([CH2:6][CH2:7][N:8]3[C:11]([O:13][C:14]([CH3:17])([CH3:16])[CH3:15])=[O:12])=[CH:4][CH:3]=2)=[CH:20][CH:19]=1. (6) Given the reactants CN1C=CN=C1.[CH:7]1([CH2:12][C@H:13]([CH2:24][N:25]([CH:34]=[O:35])[O:26][CH2:27][C:28]2[CH:33]=[CH:32][CH:31]=[CH:30][CH:29]=2)[C:14]([N:16]2[C@H:20]([C:21]([OH:23])=O)[CH2:19][CH:18]=[N:17]2)=[O:15])[CH2:11][CH2:10][CH2:9][CH2:8]1.S(Cl)(C)(=O)=O.[F:41][C:42]1[CH:43]=[CH:44][C:45]([NH2:48])=[N:46][CH:47]=1, predict the reaction product. The product is: [CH:7]1([CH2:12][C@H:13]([CH2:24][N:25]([CH:34]=[O:35])[O:26][CH2:27][C:28]2[CH:29]=[CH:30][CH:31]=[CH:32][CH:33]=2)[C:14]([N:16]2[C@H:20]([C:21]([NH:48][C:45]3[CH:44]=[CH:43][C:42]([F:41])=[CH:47][N:46]=3)=[O:23])[CH2:19][CH:18]=[N:17]2)=[O:15])[CH2:11][CH2:10][CH2:9][CH2:8]1.